From a dataset of Peptide-MHC class I binding affinity with 185,985 pairs from IEDB/IMGT. Regression. Given a peptide amino acid sequence and an MHC pseudo amino acid sequence, predict their binding affinity value. This is MHC class I binding data. (1) The peptide sequence is DTGCRIDGY. The MHC is HLA-B18:01 with pseudo-sequence HLA-B18:01. The binding affinity (normalized) is 0.0847. (2) The peptide sequence is DRYRARHSL. The MHC is HLA-A02:01 with pseudo-sequence HLA-A02:01. The binding affinity (normalized) is 0.